From a dataset of Catalyst prediction with 721,799 reactions and 888 catalyst types from USPTO. Predict which catalyst facilitates the given reaction. (1) Reactant: [S:1]=[C:2]1[NH:6][C:5](=[O:7])[CH2:4][O:3]1.[CH:8](=O)[C:9]1[C:10](=[CH:12][CH:13]=[CH:14][CH:15]=1)[OH:11].C([O-])(=O)C.[Na+]. Product: [OH:11][C:10]1[CH:12]=[CH:13][CH:14]=[CH:15][C:9]=1/[CH:8]=[C:4]1/[C:5](=[O:7])[NH:6][C:2](=[S:1])[O:3]/1. The catalyst class is: 15. (2) Reactant: CCN(C(C)C)C(C)C.[C:10]([C:12]1[C:13]([NH:24][CH:25]2[CH2:29][CH2:28][CH:27]([C:30]([OH:32])=O)[CH2:26]2)=[N:14][C:15]([CH3:23])=[C:16]([C:18]([O:20][CH2:21][CH3:22])=[O:19])[CH:17]=1)#[N:11].CN(C(ON1N=NC2C=CC=CC1=2)=[N+](C)C)C.[B-](F)(F)(F)F.[C:55]1([CH2:61][S:62]([NH2:65])(=[O:64])=[O:63])[CH:60]=[CH:59][CH:58]=[CH:57][CH:56]=1.C([O-])(O)=O.[Na+]. Product: [CH2:61]([S:62]([NH:65][C:30]([CH:27]1[CH2:28][CH2:29][CH:25]([NH:24][C:13]2[C:12]([C:10]#[N:11])=[CH:17][C:16]([C:18]([O:20][CH2:21][CH3:22])=[O:19])=[C:15]([CH3:23])[N:14]=2)[CH2:26]1)=[O:32])(=[O:64])=[O:63])[C:55]1[CH:60]=[CH:59][CH:58]=[CH:57][CH:56]=1. The catalyst class is: 2. (3) Reactant: [CH3:1][N:2]([CH3:24])[C:3](=[O:23])[CH2:4][O:5][CH2:6][C:7]1[CH:8]=[N:9][CH:10]=[C:11]([C:13]2[CH:14]=[N:15][C:16]3[NH:17][CH2:18][CH2:19][CH2:20][C:21]=3[CH:22]=2)[CH:12]=1.FC(F)(F)[C:27]([OH:29])=[O:28]. Product: [C:7]([O:29][C:27]([N:17]1[C:16]2[C:21](=[CH:22][C:13]([C:11]3[CH:10]=[N:9][CH:8]=[C:7]([CH2:6][O:5][CH2:4][C:3](=[O:23])[N:2]([CH3:24])[CH3:1])[CH:12]=3)=[CH:14][N:15]=2)[CH2:20][CH2:19][CH2:18]1)=[O:28])([CH3:8])([CH3:12])[CH3:6]. The catalyst class is: 2. (4) Reactant: [C:1](=O)([O-])[O-].[Cs+].[Cs+].[CH:7]([O:9][CH2:10][C:11]1[CH:16]=[CH:15][CH:14]=[C:13]([NH:17][CH:18]=[O:19])[CH:12]=1)=[O:8].CI. Product: [CH:7]([O:9][CH2:10][C:11]1[CH:16]=[CH:15][CH:14]=[C:13]([N:17]([CH:18]=[O:19])[CH3:1])[CH:12]=1)=[O:8]. The catalyst class is: 3. (5) Reactant: O[CH2:2][C:3]1[N:8]=[C:7](/[CH:9]=[CH:10]/[C:11]([O:13][C:14]([CH3:17])([CH3:16])[CH3:15])=[O:12])[CH:6]=[CH:5][CH:4]=1.C(Br)(Br)(Br)[Br:19].C1(P(C2C=CC=CC=2)C2C=CC=CC=2)C=CC=CC=1. Product: [Br:19][CH2:2][C:3]1[N:8]=[C:7](/[CH:9]=[CH:10]/[C:11]([O:13][C:14]([CH3:17])([CH3:16])[CH3:15])=[O:12])[CH:6]=[CH:5][CH:4]=1. The catalyst class is: 366. (6) Reactant: [OH:1][C@H:2]1[CH2:19][CH2:18][C@@:17]2([CH3:20])[C:4]([CH2:5][CH2:6][C@@H:7]3[C@@H:16]2[CH2:15][CH2:14][C@@:12]2([CH3:13])[C@H:8]3[CH2:9][CH2:10][C:11]2=[O:21])=[CH:3]1.C1C=C(Cl)C=C(C(OO)=[O:30])C=1.[O-]S([O-])=O.[Na+].[Na+].C([O-])(O)=O.[Na+]. Product: [OH:1][C@H:2]1[CH2:19][CH2:18][C@@:17]2([CH3:20])[C@:4]3([O:30][C@H:5]3[CH2:6][C@@H:7]3[C@@H:16]2[CH2:15][CH2:14][C@@:12]2([CH3:13])[C@H:8]3[CH2:9][CH2:10][C:11]2=[O:21])[CH2:3]1. The catalyst class is: 2.